This data is from Drug-target binding data from BindingDB using IC50 measurements. The task is: Regression. Given a target protein amino acid sequence and a drug SMILES string, predict the binding affinity score between them. We predict pIC50 (pIC50 = -log10(IC50 in M); higher means more potent). Dataset: bindingdb_ic50. (1) The compound is CC1=C(C(=O)O)N2C(=O)[C@@H](NC(=O)[C@H](N)c3ccc(O)cc3)[C@H]2SC1. The target protein (Q9R1U7) has sequence MTFSEILDRVGSMGPFQYLHVTLLALPVLGIANHNLLQIFTATTPVHHCRPPPNASIGPWVLPLDPNGKPEKCLRFVHLPNASLPNDTQRATEPCLDGWIYNSTRDTIVIEWDLVCSSNKLKEMAQSIFMAGILVGGPVIGELSDRFGRKPILTWSYLMLAASGSGAAFSPSLPVYMIFRFLCGCSISGISLSTVILNVEWVPTSMRAISSTSIGYCYTIGQFILSGLAYAIPQWRWLQLTSSAPFFIFSLLSWWVPESIRWLVLSGKYSKALKTLQRVATFNGKKEEGKKLTIEELKFNLQKDITSAKVKYGLSDLFRVSILRRVTFCLSLAWFSTGFAYYSLAMGVEEFGVNIYILQIIFGGVDIPAKFITILSLSYLGRRITQSFLLLLAGGAILALIFVPSEMQLLRTALAVFGKGCLSGSFSCLFLYTSELYPTVLRQTGMGISNVWARVGSMIAPLVKITGELQPFIPNVIFGTTALLGGSAAFFLLETLNRPL.... The pIC50 is 2.8. (2) The drug is C=CC[N+]1(CC2CCCCCCC2)CCC(NC(=O)C2c3ccccc3Oc3ccccc32)CC1. The target protein (P51675) has sequence MEISDFTEAYPTTTEFDYGDSTPCQKTAVRAFGAGLLPPLYSLVFIIGVVGNVLVILVLMQHRRLQSMTSIYLFNLAVSDLVFLFTLPFWIDYKLKDDWIFGDAMCKLLSGFYYLGLYSEIFFIILLTIDRYLAIVHAVFALRARTVTFGIITSIITWALAILASMPALYFFKAQWEFTHRTCSPHFPYKSLKQWKRFQALKLNLLGLILPLLVMIICYAGIIRILLRRPSEKKVKAVRLIFAITLLFFLLWTPYNLSVFVSAFQDVLFTNQCEQSKQLDLAMQVTEVIAYTHCCVNPIIYVFVGERFWKYLRQLFQRHVAIPLAKWLPFLSVDQLERTSSISPSTGEHELSAGF. The pIC50 is 6.2. (3) The small molecule is Cc1cc(NS(=O)(=O)c2cccc(NC(=O)Cc3ccc(Cl)c(Cl)c3)c2)no1. The target protein (O15648) has sequence MAVESRSRVTSKLVKAHRAMLNSVTQEDLKVDRLPGADYPNPSKKYSSRTEFRDKTDYIMYNPRPRDEPSSENPVSVSPLLCELAAARSRIHFNPTETTIGIVTCGGICPGLNDVIRSITLTGINVYNVKRVIGFRFGYWGLSKKGSQTAIELHRGRVTNIHHYGGTILGSSRGPQDPKEMVDTLERLGVNILFTVGGDGTQRGALVISQEAKRRGVDISVFGVPKTIDNDLSFSHRTFGFQTAVEKAVQAIRAAYAEAVSANYGVGVVKLMGRDSGFIAAQAAVASAQANICLVPENPISEQEVMSLLERRFCHSRSCVIIVAEGFGQDWGRGSGGYDASGNKKLIDIGVILTEKVKAFLKANKSRYPDSTVKYIDPSYMIRACPPSANDALFCATLATLAVHEAMAGATGCIIAMRHNNYILVPIKVATSVRRVLDLRGQLWRQVREITVDLGSDVRLARKLEIRRELEAINRNRDRLHEELAKL. The pIC50 is 4.8. (4) The small molecule is CCSCC(P(=O)(O)O)P(=O)(O)O. The target protein sequence is MVDAVSLVSCRARHSHSLFAFSLSRRSCIQKHRFFSYVKSVPSSLPSPSSSSSPFTLSPRRRCLPPLVLPLEAAGHLPPALHSGSGISCPRSSSLSLSSSSPMRAPPSISLGLPPAQRPSLCFSPTSRLSAPVSPWSFSRQLSLATLAPLASVSSWKKAAALPKPDGAAAVSDERTSAERADALAGAWRASASHVEDRFKQAFPEVRGTLLSHIAGLDLPASLSARLLSYYARLLDYTCSGGKLTRGILVLYAAAAASHAPVLPPPSPSPAAAPASSASSVSSSPCSSSLAESERVPGSALSPALPPSSFRCLAALGWCVELLQSCFLVMDDVMDHSLTRRGKQCWYRCDGIGVSNAVNDSLVLEAAVYRVLREYLGDHPAYVQLQDLLLGNTFTTLIGQHLDSEDALAALSEASQNLESRQSEDNSSASSATAAGSSLLRDASLSDKDFTHHSYVSSSLSSSRSSPSLSASSLPSSEVLAQKLADRQATVARLKTSHYS.... The pIC50 is 5.7.